Task: Predict the reactants needed to synthesize the given product.. Dataset: Full USPTO retrosynthesis dataset with 1.9M reactions from patents (1976-2016) (1) Given the product [CH:24]1([NH:29][C:30]([N:13]2[CH2:14][CH:9]([C:6]3[CH:5]=[CH:4][C:3]([CH2:1][CH3:2])=[CH:8][CH:7]=3)[CH2:10][CH:11]([C:15]([NH:17][C:18]3[CH:19]=[CH:20][CH:21]=[CH:22][CH:23]=3)=[O:16])[CH2:12]2)=[O:31])[CH2:28][CH2:27][CH2:26][CH2:25]1, predict the reactants needed to synthesize it. The reactants are: [CH2:1]([C:3]1[CH:8]=[CH:7][C:6]([CH:9]2[CH2:14][NH:13][CH2:12][CH:11]([C:15]([NH:17][C:18]3[CH:23]=[CH:22][CH:21]=[CH:20][CH:19]=3)=[O:16])[CH2:10]2)=[CH:5][CH:4]=1)[CH3:2].[CH:24]1([N:29]=[C:30]=[O:31])[CH2:28][CH2:27][CH2:26][CH2:25]1. (2) Given the product [CH3:25][N:22]1[CH2:21][CH2:20][CH:19]([N:15]2[C:14]([C:8]3[S:9][C:10]4[CH2:11][CH2:12][O:13][C:4]5[CH:3]=[C:2]([C:36]6[CH:37]=[N:38][N:39]([CH2:41][CH2:42][OH:43])[CH:40]=6)[CH:27]=[CH:26][C:5]=5[C:6]=4[N:7]=3)=[N:18][CH:17]=[N:16]2)[CH2:24][CH2:23]1, predict the reactants needed to synthesize it. The reactants are: Br[C:2]1[CH:27]=[CH:26][C:5]2[C:6]3[N:7]=[C:8]([C:14]4[N:15]([CH:19]5[CH2:24][CH2:23][N:22]([CH3:25])[CH2:21][CH2:20]5)[N:16]=[CH:17][N:18]=4)[S:9][C:10]=3[CH2:11][CH2:12][O:13][C:4]=2[CH:3]=1.CC1(C)C(C)(C)OB([C:36]2[CH:37]=[N:38][N:39]([CH2:41][C:42](OCC)=[O:43])[CH:40]=2)O1.[H-].[Al+3].[Li+].[H-].[H-].[H-].C(N1C(C2SC3CCOC4C=C(C5C=NN(CCO)C=5)C=CC=4C=3N=2)=NC=N1)(C)C. (3) Given the product [BrH:16].[Br:16][CH2:17][C:18]([NH:10][CH2:9][CH2:8][CH2:7][N:6]([CH2:5][C:4]1[CH:12]=[CH:13][C:14]([Cl:15])=[C:2]([Cl:1])[CH:3]=1)[CH3:11])=[O:19], predict the reactants needed to synthesize it. The reactants are: [Cl:1][C:2]1[CH:3]=[C:4]([CH:12]=[CH:13][C:14]=1[Cl:15])[CH2:5][N:6]([CH3:11])[CH2:7][CH2:8][CH2:9][NH2:10].[Br:16][CH2:17][C:18](Br)=[O:19]. (4) Given the product [CH3:29][C:2]1([CH3:1])[O:6][C@H:5]([CH2:7][O:8][C:9]2[CH:14]=[CH:13][C:12]([C:15]([C:20]3[CH:25]=[CH:24][C:23]([O:26][S:31]([C:34]([F:37])([F:36])[F:35])(=[O:32])=[O:30])=[C:22]([CH3:27])[CH:21]=3)([CH2:18][CH3:19])[CH2:16][CH3:17])=[CH:11][C:10]=2[CH3:28])[CH2:4][O:3]1, predict the reactants needed to synthesize it. The reactants are: [CH3:1][C:2]1([CH3:29])[O:6][C@H:5]([CH2:7][O:8][C:9]2[CH:14]=[CH:13][C:12]([C:15]([C:20]3[CH:25]=[CH:24][C:23]([OH:26])=[C:22]([CH3:27])[CH:21]=3)([CH2:18][CH3:19])[CH2:16][CH3:17])=[CH:11][C:10]=2[CH3:28])[CH2:4][O:3]1.[O:30](S(C(F)(F)F)(=O)=O)[S:31]([C:34]([F:37])([F:36])[F:35])(=O)=[O:32].N1C=CC=CC=1.C([O-])(O)=O.[Na+]. (5) Given the product [C:33]([NH:32][S:31]([C:28]1[CH:29]=[CH:30][C:25]([C:15]2[S:14][C:13]([C:10]3[O:9][C:8]([C:5]([OH:4])([CH3:7])[CH3:6])=[N:12][N:11]=3)=[N:17][C:16]=2[CH2:18][CH:19]2[CH2:20][CH2:21][CH2:22][CH2:23][CH2:24]2)=[CH:26][C:27]=1[C:39]([F:40])([F:41])[F:42])(=[O:37])=[O:38])([CH3:34])([CH3:35])[CH3:36], predict the reactants needed to synthesize it. The reactants are: C([O:4][C:5]([C:8]1[O:9][C:10]([C:13]2[S:14][C:15]([C:25]3[CH:30]=[CH:29][C:28]([S:31](=[O:38])(=[O:37])[NH:32][C:33]([CH3:36])([CH3:35])[CH3:34])=[C:27]([C:39]([F:42])([F:41])[F:40])[CH:26]=3)=[C:16]([CH2:18][CH:19]3[CH2:24][CH2:23][CH2:22][CH2:21][CH2:20]3)[N:17]=2)=[N:11][N:12]=1)([CH3:7])[CH3:6])(=O)C.O[Li].O. (6) Given the product [CH3:1][CH2:2][N:3]([C:15]1[CH:20]=[CH:19][C:18](/[C:21](/[C:43]2[CH:44]=[CH:45][C:46]([NH:49][C:50]3[CH:55]=[CH:54][C:53]([O:56][CH2:57][CH3:58])=[CH:52][CH:51]=3)=[CH:47][CH:48]=2)=[C:22]2/[CH:23]=[CH:24][C:25]([CH:40]=[C:41]/2[CH3:42])=[N+:26]([CH2:29][C:30]2[CH:35]=[CH:34][CH:33]=[C:32]([S:36]([OH:39])(=[O:37])=[O:38])[CH:31]=2)[CH2:27][CH3:28])=[C:17]([CH3:59])[CH:16]=1)[CH2:4][C:5]1[CH:10]=[CH:9][CH:8]=[C:7]([S:11]([OH:14])(=[O:13])=[O:12])[CH:6]=1.[P:61](=[O:62])([OH:65])([OH:64])[OH:63], predict the reactants needed to synthesize it. The reactants are: [CH3:1][CH2:2][N:3]([C:15]1[CH:20]=[CH:19][C:18](/[C:21](/[C:43]2[CH:48]=[CH:47][C:46]([NH:49][C:50]3[CH:55]=[CH:54][C:53]([O:56][CH2:57][CH3:58])=[CH:52][CH:51]=3)=[CH:45][CH:44]=2)=[C:22]2\[CH:23]=[CH:24][C:25]([CH:40]=[C:41]\2[CH3:42])=[N+:26]([CH2:29][C:30]2[CH:35]=[CH:34][CH:33]=[C:32]([S:36]([O-:39])(=[O:38])=[O:37])[CH:31]=2)[CH2:27][CH3:28])=[C:17]([CH3:59])[CH:16]=1)[CH2:4][C:5]1[CH:10]=[CH:9][CH:8]=[C:7]([S:11]([O-:14])(=[O:13])=[O:12])[CH:6]=1.[Na+].[P:61](=[O:65])([OH:64])([OH:63])[OH:62].O.